Predict the reactants needed to synthesize the given product. From a dataset of Full USPTO retrosynthesis dataset with 1.9M reactions from patents (1976-2016). Given the product [CH3:10][O:9][C:5]1[C:6]([C:7]#[N:8])=[C:2]2[N:1]=[CH:13][CH:14]=[CH:15][N:3]2[N:4]=1, predict the reactants needed to synthesize it. The reactants are: [NH2:1][C:2]1[C:6]([C:7]#[N:8])=[C:5]([O:9][CH3:10])[NH:4][N:3]=1.CO[CH:13](OC)[CH2:14][CH:15](OC)OC.